Dataset: Full USPTO retrosynthesis dataset with 1.9M reactions from patents (1976-2016). Task: Predict the reactants needed to synthesize the given product. (1) Given the product [F:24][C:21]1[CH:20]=[CH:19][C:18]([C:16]2[S:17][C:10]3[C:9]([OH:25])=[C:8]([C:6]([NH:38][CH2:33][C:31]([OH:32])=[O:30])=[O:7])[N:13]=[CH:12][C:11]=3[CH:15]=2)=[CH:23][CH:22]=1, predict the reactants needed to synthesize it. The reactants are: C(O[C:6]([C:8]1[N:13]=[C:12](O)[C:11]2[CH:15]=[C:16]([C:18]3[CH:23]=[CH:22][C:21]([F:24])=[CH:20][CH:19]=3)[S:17][C:10]=2[C:9]=1[OH:25])=[O:7])CCC.C([O:30][C:31]([C:33]1C(O)=C2C=C(C3C=CC(F)=CC=3)SC2=C(O)[N:38]=1)=[O:32])CCC. (2) Given the product [Cl:14][C:15]1[CH:20]=[CH:19][C:18]([C:5]2[C:4]([C:10]([F:13])([F:12])[F:11])=[N:3][N:2]([CH3:1])[CH:6]=2)=[CH:17][CH:16]=1, predict the reactants needed to synthesize it. The reactants are: [CH3:1][N:2]1[CH:6]=[C:5](B(O)O)[C:4]([C:10]([F:13])([F:12])[F:11])=[N:3]1.[Cl:14][C:15]1[CH:20]=[CH:19][C:18](I)=[CH:17][CH:16]=1.[O-]P([O-])([O-])=O.[K+].[K+].[K+].